From a dataset of Forward reaction prediction with 1.9M reactions from USPTO patents (1976-2016). Predict the product of the given reaction. (1) Given the reactants [C:1]([OH:12])(=[O:11])[C:2]1[CH:10]=[CH:9][CH:8]=[C:4]([C:5]([OH:7])=[O:6])[CH:3]=1.[CH2:13]([C:15]1[NH:16][CH:17]=[C:18]([CH3:20])[N:19]=1)[CH3:14], predict the reaction product. The product is: [C:1]([OH:12])(=[O:11])[C:2]1[CH:10]=[CH:9][CH:8]=[C:4]([C:5]([OH:7])=[O:6])[CH:3]=1.[CH2:13]([C:15]1[NH:16][CH:17]=[C:18]([CH3:20])[N:19]=1)[CH3:14]. (2) Given the reactants [CH2:1]([C:3]1[S:4][CH:5]=[C:6](/[CH:8]=[CH:9]/[C:10]2[C:11]([O:21][CH2:22][C:23]3[CH:43]=[CH:42][C:26]([O:27][CH2:28][C:29]4[N:30]=[C:31](/[CH:35]=[CH:36]/[C:37]([O:39]CC)=[O:38])[O:32][C:33]=4[CH3:34])=[C:25]([O:44][CH3:45])[CH:24]=3)=[N:12][N:13]([C:15]3[CH:20]=[CH:19][CH:18]=[CH:17][CH:16]=3)[CH:14]=2)[N:7]=1)[CH3:2].O1CCCC1.[OH-].[Na+].Cl, predict the reaction product. The product is: [CH2:1]([C:3]1[S:4][CH:5]=[C:6](/[CH:8]=[CH:9]/[C:10]2[C:11]([O:21][CH2:22][C:23]3[CH:43]=[CH:42][C:26]([O:27][CH2:28][C:29]4[N:30]=[C:31](/[CH:35]=[CH:36]/[C:37]([OH:39])=[O:38])[O:32][C:33]=4[CH3:34])=[C:25]([O:44][CH3:45])[CH:24]=3)=[N:12][N:13]([C:15]3[CH:16]=[CH:17][CH:18]=[CH:19][CH:20]=3)[CH:14]=2)[N:7]=1)[CH3:2]. (3) Given the reactants [CH3:1][C:2]1[CH:7]=[CH:6][CH:5]=[C:4]([N+:8]([O-])=O)[C:3]=1[N:11]1[CH2:16][CH2:15][CH2:14][CH2:13][CH2:12]1, predict the reaction product. The product is: [CH3:1][C:2]1[C:3]([N:11]2[CH2:16][CH2:15][CH2:14][CH2:13][CH2:12]2)=[C:4]([NH2:8])[CH:5]=[CH:6][CH:7]=1.